Dataset: Forward reaction prediction with 1.9M reactions from USPTO patents (1976-2016). Task: Predict the product of the given reaction. (1) Given the reactants [CH3:1][N:2]1[C:6]([CH:7]=[O:8])=[C:5]([C:9]2[CH:10]=[CH:11][C:12]3[O:17][CH2:16][CH2:15][CH2:14][C:13]=3[C:18]=2[CH3:19])[C:4]([C:20]2[S:21][CH:22]=[CH:23][CH:24]=2)=[N:3]1.C[Si](C#N)(C)C.[Na].[C:32](Cl)(=[O:34])C.[CH3:36][OH:37], predict the reaction product. The product is: [OH:8][CH:7]([C:6]1[N:2]([CH3:1])[N:3]=[C:4]([C:20]2[S:21][CH:22]=[CH:23][CH:24]=2)[C:5]=1[C:9]1[CH:10]=[CH:11][C:12]2[O:17][CH2:16][CH2:15][CH2:14][C:13]=2[C:18]=1[CH3:19])[C:36]([O:34][CH3:32])=[O:37]. (2) The product is: [C:1]([O:5][C:6]([N:8]1[CH2:13][CH2:12][CH:11]([CH:14]2[O:23][C:17]3=[CH:18][N:19]=[C:20]([C:29]4[CH:28]=[CH:27][C:26](=[O:40])[N:25]([CH3:24])[CH:30]=4)[CH:21]=[C:16]3[CH2:15]2)[CH2:10][CH2:9]1)=[O:7])([CH3:4])([CH3:3])[CH3:2]. Given the reactants [C:1]([O:5][C:6]([N:8]1[CH2:13][CH2:12][CH:11]([CH:14]2[O:23][C:17]3=[CH:18][N:19]=[C:20](Cl)[CH:21]=[C:16]3[CH2:15]2)[CH2:10][CH2:9]1)=[O:7])([CH3:4])([CH3:3])[CH3:2].[CH3:24][N:25]1[CH:30]=[C:29](B2OC(C)(C)C(C)(C)O2)[CH:28]=[CH:27][C:26]1=[O:40], predict the reaction product.